Dataset: Catalyst prediction with 721,799 reactions and 888 catalyst types from USPTO. Task: Predict which catalyst facilitates the given reaction. (1) Reactant: C1([C:7](=[N:14][C:15]([CH2:27][CH2:28][CH2:29][CH2:30][B:31]2[O:35][C:34]([CH3:37])([CH3:36])[C:33]([CH3:39])([CH3:38])[O:32]2)([CH2:23][CH2:24][CH:25]=[CH2:26])[C:16]([O:18][C:19]([CH3:22])([CH3:21])[CH3:20])=[O:17])C2C=CC=CC=2)C=CC=CC=1.Cl.C(=O)(O)[O-:42].[Na+].C(=O)([O:47][C:48]([CH3:51])([CH3:50])[CH3:49])[O:47][C:48]([CH3:51])([CH3:50])[CH3:49]. Product: [C:48]([O:47][C:7]([NH:14][C:15]([CH2:27][CH2:28][CH2:29][CH2:30][B:31]1[O:35][C:34]([CH3:37])([CH3:36])[C:33]([CH3:38])([CH3:39])[O:32]1)([CH2:23][CH2:24][CH:25]=[CH2:26])[C:16]([O:18][C:19]([CH3:20])([CH3:21])[CH3:22])=[O:17])=[O:42])([CH3:51])([CH3:50])[CH3:49]. The catalyst class is: 27. (2) Reactant: [N+:1]([C:4]1[CH:5]=[C:6]([C:41]([O:43][CH2:44][CH2:45][CH2:46][CH2:47][CH2:48][CH2:49][O:50][C:51]2[CH:56]=[CH:55][C:54]([C:57]3[CH:62]=[CH:61][CH:60]=[CH:59][CH:58]=3)=[CH:53][CH:52]=2)=[O:42])[C:7]([C:10]2[C:11]([C:19]([O:21][CH2:22][CH2:23][CH2:24][CH2:25][CH2:26][CH2:27][O:28][C:29]3[CH:34]=[CH:33][C:32]([C:35]4[CH:40]=[CH:39][CH:38]=[CH:37][CH:36]=4)=[CH:31][CH:30]=3)=[O:20])=[CH:12][C:13]([N+:16]([O-])=O)=[CH:14][CH:15]=2)=[CH:8][CH:9]=1)([O-])=O. Product: [NH2:16][C:13]1[CH:12]=[C:11]([C:19]([O:21][CH2:22][CH2:23][CH2:24][CH2:25][CH2:26][CH2:27][O:28][C:29]2[CH:30]=[CH:31][C:32]([C:35]3[CH:36]=[CH:37][CH:38]=[CH:39][CH:40]=3)=[CH:33][CH:34]=2)=[O:20])[C:10]([C:7]2[C:6]([C:41]([O:43][CH2:44][CH2:45][CH2:46][CH2:47][CH2:48][CH2:49][O:50][C:51]3[CH:56]=[CH:55][C:54]([C:57]4[CH:62]=[CH:61][CH:60]=[CH:59][CH:58]=4)=[CH:53][CH:52]=3)=[O:42])=[CH:5][C:4]([NH2:1])=[CH:9][CH:8]=2)=[CH:15][CH:14]=1. The catalyst class is: 304. (3) Reactant: [C:1]([NH:9][NH:10][C:11]([C:13]1[N:14]=[CH:15][N:16]2[C:21](=[O:22])[N:20]([CH2:23][S:24][CH3:25])[N:19]=[N:18][C:17]=12)=[O:12])(=O)[C:2]1[CH:7]=[CH:6][CH:5]=[CH:4][CH:3]=1.COC(=NS([N+](CC)(CC)CC)(=O)=O)[O-]. Product: [CH3:25][S:24][CH2:23][N:20]1[C:21](=[O:22])[N:16]2[CH:15]=[N:14][C:13]([C:11]3[O:12][C:1]([C:2]4[CH:7]=[CH:6][CH:5]=[CH:4][CH:3]=4)=[N:9][N:10]=3)=[C:17]2[N:18]=[N:19]1. The catalyst class is: 1. (4) Reactant: [Br:1][C:2]1[C:3](=[O:19])[NH:4][C:5]([CH3:18])=[CH:6][C:7]=1[O:8][CH2:9][C:10]1[CH:17]=[CH:16][CH:15]=[CH:14][C:11]=1[C:12]#[N:13].Br[CH2:21][C:22]1[CH:31]=[CH:30][C:25]([C:26]([O:28][CH3:29])=[O:27])=[CH:24][CH:23]=1.[H-].[Na+]. Product: [Br:1][C:2]1[C:3](=[O:19])[N:4]([CH2:21][C:22]2[CH:31]=[CH:30][C:25]([C:26]([O:28][CH3:29])=[O:27])=[CH:24][CH:23]=2)[C:5]([CH3:18])=[CH:6][C:7]=1[O:8][CH2:9][C:10]1[CH:17]=[CH:16][CH:15]=[CH:14][C:11]=1[C:12]#[N:13]. The catalyst class is: 3.